Task: Predict hERG channel inhibition at various concentrations.. Dataset: hERG Central: cardiac toxicity at 1µM, 10µM, and general inhibition (1) Results: hERG_inhib (hERG inhibition (general)): blocker. The compound is Cc1cccc(CN2CCC(CNC(=O)Nc3ccc(F)c(Cl)c3)CC2)c1. (2) Results: hERG_inhib (hERG inhibition (general)): blocker. The compound is Cc1csc(NC(=O)CSc2nnc(-c3cccs3)n2C)n1.